Dataset: Catalyst prediction with 721,799 reactions and 888 catalyst types from USPTO. Task: Predict which catalyst facilitates the given reaction. (1) Reactant: [H-].[Na+].COP([CH:9]([C:17]1[CH:22]=[CH:21][CH:20]=[C:19]([C:23]#[N:24])[CH:18]=1)[O:10][CH:11]1[CH2:16][CH2:15][CH2:14][CH2:13][O:12]1)(=O)OC.[N:25]1[CH:30]=[CH:29][C:28]([CH:31]=O)=[CH:27][CH:26]=1.O. Product: [N:25]1[CH:30]=[CH:29][C:28](/[CH:31]=[C:9](\[C:17]2[CH:18]=[C:19]([CH:20]=[CH:21][CH:22]=2)[C:23]#[N:24])/[O:10][CH:11]2[CH2:16][CH2:15][CH2:14][CH2:13][O:12]2)=[CH:27][CH:26]=1. The catalyst class is: 1. (2) Reactant: [CH3:1][N:2]1[C:6]([O:7][CH3:8])=[C:5]([CH3:9])[C:4]([C:10]2[CH:15]=[CH:14][C:13]([O:16]C(C)C)=[C:12]([CH3:20])[CH:11]=2)=[N:3]1. Product: [CH3:1][N:2]1[C:6]([O:7][CH3:8])=[C:5]([CH3:9])[C:4]([C:10]2[CH:15]=[CH:14][C:13]([OH:16])=[C:12]([CH3:20])[CH:11]=2)=[N:3]1. The catalyst class is: 65. (3) Reactant: [CH3:1][N:2]1[CH2:7][CH2:6][NH:5][CH2:4][CH2:3]1.C(N(C(C)C)CC)(C)C.[Cl:17][C:18](Cl)([O:20]C(=O)OC(Cl)(Cl)Cl)Cl. Product: [CH3:1][N:2]1[CH2:7][CH2:6][N:5]([C:18]([Cl:17])=[O:20])[CH2:4][CH2:3]1. The catalyst class is: 4. (4) Reactant: [CH3:1][C:2]1[O:3][C:4]2[C:9]([C:10](=[O:12])[CH:11]=1)=[CH:8][CH:7]=[CH:6][C:5]=2[CH:13]=O.O=[C:16]([CH3:24])[CH2:17][C:18]([O:20][CH2:21][CH2:22][CH3:23])=[O:19].[NH2:25][C:26]([CH3:37])=[CH:27][C:28]([C:30]1[CH:35]=[CH:34][C:33]([CH3:36])=[CH:32][CH:31]=1)=[O:29].C(O)(=O)C. Product: [CH3:24][C:16]1[NH:25][C:26]([CH3:37])=[C:27]([C:28](=[O:29])[C:30]2[CH:35]=[CH:34][C:33]([CH3:36])=[CH:32][CH:31]=2)[CH:13]([C:5]2[CH:6]=[CH:7][CH:8]=[C:9]3[C:4]=2[O:3][C:2]([CH3:1])=[CH:11][C:10]3=[O:12])[C:17]=1[C:18]([O:20][CH2:21][CH2:22][CH3:23])=[O:19]. The catalyst class is: 41. (5) Reactant: [F:1][C:2]1[CH:3]=[CH:4][C:5]([OH:11])=[C:6]([CH:10]=1)[C:7]([OH:9])=[O:8].C([O-])([O-])=O.[K+].[K+].[CH2:18](Br)[C:19]1[CH:24]=[CH:23][CH:22]=[CH:21][CH:20]=1. Product: [CH2:18]([O:11][C:5]1[CH:4]=[CH:3][C:2]([F:1])=[CH:10][C:6]=1[C:7]([O:9][CH2:7][C:6]1[CH:10]=[CH:2][CH:3]=[CH:4][CH:5]=1)=[O:8])[C:19]1[CH:24]=[CH:23][CH:22]=[CH:21][CH:20]=1. The catalyst class is: 21. (6) Reactant: OC(C(F)(F)F)=O.[F:8][C:9]1[CH:35]=[C:34]([F:36])[CH:33]=[CH:32][C:10]=1[O:11][CH:12]1[CH2:17][CH2:16][N:15]([C:18]2[N:19]=[C:20]3[CH2:31][CH2:30][NH:29][CH2:28][C:21]3=[N:22][C:23]=2[NH:24][CH:25]([CH3:27])[CH3:26])[CH2:14][CH2:13]1.C(N(CC)CC)C.[N:44]1([C:50](Cl)=[O:51])[CH2:49][CH2:48][O:47][CH2:46][CH2:45]1. Product: [F:8][C:9]1[CH:35]=[C:34]([F:36])[CH:33]=[CH:32][C:10]=1[O:11][CH:12]1[CH2:13][CH2:14][N:15]([C:18]2[N:19]=[C:20]3[CH2:31][CH2:30][N:29]([C:50]([N:44]4[CH2:49][CH2:48][O:47][CH2:46][CH2:45]4)=[O:51])[CH2:28][C:21]3=[N:22][C:23]=2[NH:24][CH:25]([CH3:27])[CH3:26])[CH2:16][CH2:17]1. The catalyst class is: 2.